Dataset: Forward reaction prediction with 1.9M reactions from USPTO patents (1976-2016). Task: Predict the product of the given reaction. (1) Given the reactants [O:1]=[S:2]1(=[O:17])[CH2:7][C:6](=[O:8])[NH:5][C:4]2[CH:9]=[C:10]([CH2:13][C:14]([OH:16])=O)[CH:11]=[CH:12][C:3]1=2.CCN=C=NCCCN(C)C.C1C=CC2N(O)N=NC=2C=1.[Si:39]([O:46][C@H:47]1[CH2:51][CH2:50][N:49]([CH2:52][C@@H:53]([NH:65][CH2:66][CH3:67])[C:54]2[CH:59]=[CH:58][CH:57]=[C:56]([O:60][C:61]([F:64])([F:63])[F:62])[CH:55]=2)[CH2:48]1)([C:42]([CH3:45])([CH3:44])[CH3:43])([CH3:41])[CH3:40], predict the reaction product. The product is: [Si:39]([O:46][C@H:47]1[CH2:51][CH2:50][N:49]([CH2:52][C@@H:53]([N:65]([CH2:66][CH3:67])[C:14](=[O:16])[CH2:13][C:10]2[CH:11]=[CH:12][C:3]3[S:2](=[O:1])(=[O:17])[CH2:7][C:6](=[O:8])[NH:5][C:4]=3[CH:9]=2)[C:54]2[CH:59]=[CH:58][CH:57]=[C:56]([O:60][C:61]([F:62])([F:64])[F:63])[CH:55]=2)[CH2:48]1)([C:42]([CH3:45])([CH3:44])[CH3:43])([CH3:41])[CH3:40]. (2) Given the reactants [CH3:1][O:2][C:3]([C:5]1[N:6]=[CH:7][C:8]2[C:13]([C:14]=1[OH:15])=[CH:12][CH:11]=[C:10]([C:16]1[CH:21]=[CH:20][CH:19]=[CH:18][CH:17]=1)[CH:9]=2)=[O:4].CC1C=C(C)[N:26]=[C:25](C)C=1.CC1C([IH+])=C(C)N=C(C)C=1.F[P-](F)(F)(F)(F)F.C([Cu])#N.Cl, predict the reaction product. The product is: [CH3:1][O:2][C:3]([C:5]1[N:6]=[C:7]([C:25]#[N:26])[C:8]2[C:13]([C:14]=1[OH:15])=[CH:12][CH:11]=[C:10]([C:16]1[CH:21]=[CH:20][CH:19]=[CH:18][CH:17]=1)[CH:9]=2)=[O:4]. (3) Given the reactants [CH2:1]=[CH:2][C:3]1[CH:8]=[CH:7][CH:6]=[CH:5][CH:4]=1.[CH2:9]=[CH:10][CH:11]=[CH2:12].CN(CCN(C)C)C.[Li]CCCC, predict the reaction product. The product is: [CH2:1]=[CH:2][C:3]1[CH:8]=[CH:7][CH:6]=[CH:5][CH:4]=1.[CH2:9]=[CH:10][CH:11]=[CH2:12]. (4) The product is: [OH:32][C@H:3]([C@@H:2]([NH:1][C:43](=[O:44])[C@@H:42]([N:46]1[CH2:50][CH2:49][NH:48][C:47]1=[O:51])[C@@H:41]([CH3:40])[CH2:52][CH3:53])[CH2:33][C:34]1[CH:35]=[CH:36][CH:37]=[CH:38][CH:39]=1)[CH2:4][C@H:5]([NH:19][C:20]([C@@H:22]([NH:27][C:28](=[O:31])[O:29][CH3:30])[C:23]([CH3:26])([CH3:25])[CH3:24])=[O:21])[CH2:6][C:7]1[CH:12]=[CH:11][C:10]([C:13]2[CH:18]=[CH:17][CH:16]=[CH:15][N:14]=2)=[CH:9][CH:8]=1. Given the reactants [NH2:1][C@@H:2]([CH2:33][C:34]1[CH:39]=[CH:38][CH:37]=[CH:36][CH:35]=1)[C@@H:3]([OH:32])[CH2:4][C@H:5]([NH:19][C:20]([C@@H:22]([NH:27][C:28](=[O:31])[O:29][CH3:30])[C:23]([CH3:26])([CH3:25])[CH3:24])=[O:21])[CH2:6][C:7]1[CH:12]=[CH:11][C:10]([C:13]2[CH:18]=[CH:17][CH:16]=[CH:15][N:14]=2)=[CH:9][CH:8]=1.[CH3:40][C@@H:41]([CH2:52][CH3:53])[C@H:42]([N:46]1[CH2:50][CH2:49][NH:48][C:47]1=[O:51])[C:43](O)=[O:44].CCOP(ON1N=NC2C=CC=CC=2C1=O)(OCC)=O.C(N(CC)C(C)C)(C)C, predict the reaction product. (5) Given the reactants Cl[C:2]1[N:11]=[C:10]2[C:5]([CH:6]=[C:7]([C:16]([O:18][CH2:19][CH3:20])=[O:17])[C:8]([C:12]([F:15])([F:14])[F:13])=[N:9]2)=[CH:4][CH:3]=1.P([O-])([O-])([O-])=O.[K+].[K+].[K+].[CH3:29]B(O)O.C1(P(C2CCCCC2)C2C=CC=CC=2C2C(OC)=CC=CC=2OC)CCCCC1, predict the reaction product. The product is: [CH3:29][C:2]1[N:11]=[C:10]2[C:5]([CH:6]=[C:7]([C:16]([O:18][CH2:19][CH3:20])=[O:17])[C:8]([C:12]([F:15])([F:14])[F:13])=[N:9]2)=[CH:4][CH:3]=1.